From a dataset of Forward reaction prediction with 1.9M reactions from USPTO patents (1976-2016). Predict the product of the given reaction. (1) Given the reactants I[C:2]1[CH:7]=[CH:6][CH:5]=[CH:4][N:3]=1.C1COCC1.C(N(CC)CC)C.[Cl:20][C:21]1[CH:22]=[C:23]([NH:36][C:37]2[C:38]3[S:45][C:44]([C:46]#[CH:47])=[CH:43][C:39]=3[N:40]=[CH:41][N:42]=2)[CH:24]=[CH:25][C:26]=1[O:27][CH2:28][C:29]1[CH:34]=[CH:33][CH:32]=[C:31]([F:35])[CH:30]=1, predict the reaction product. The product is: [Cl:20][C:21]1[CH:22]=[C:23]([NH:36][C:37]2[C:38]3[S:45][C:44]([C:46]#[C:47][C:2]4[CH:7]=[CH:6][CH:5]=[CH:4][N:3]=4)=[CH:43][C:39]=3[N:40]=[CH:41][N:42]=2)[CH:24]=[CH:25][C:26]=1[O:27][CH2:28][C:29]1[CH:34]=[CH:33][CH:32]=[C:31]([F:35])[CH:30]=1. (2) Given the reactants [Cl:1][C:2]1[N:7]=[N:6][C:5]([NH:8][NH2:9])=[CH:4][CH:3]=1.C(N(CC)CC)C.[F:17][C:18]1[C:27]([CH2:28][C:29](Cl)=[O:30])=[C:26]([F:32])[CH:25]=[C:24]2[C:19]=1[CH:20]=[CH:21][CH:22]=[N:23]2, predict the reaction product. The product is: [Cl:1][C:2]1[N:7]=[N:6][C:5]([NH:8][NH:9][C:29](=[O:30])[CH2:28][C:27]2[C:18]([F:17])=[C:19]3[C:24](=[CH:25][C:26]=2[F:32])[N:23]=[CH:22][CH:21]=[CH:20]3)=[CH:4][CH:3]=1. (3) Given the reactants N1C=CC=CC=1.[Cl:7][C:8]1[CH:13]=[CH:12][C:11]([C:14]2[CH:15]=[CH:16][C:17]([C:20]#[C:21][C:22]3[CH:23]=[CH:24][C:25]([N:28]4[CH2:32][CH2:31][C@@H:30]([OH:33])[CH2:29]4)=[N:26][CH:27]=3)=[N:18][CH:19]=2)=[CH:10][CH:9]=1.C([O-])(O)=O.[Na+].C(OC)(C)(C)C, predict the reaction product. The product is: [Cl:7][C:8]1[CH:13]=[CH:12][C:11]([C:14]2[CH:15]=[CH:16][C:17]([C:20]#[C:21][C:22]3[CH:23]=[CH:24][C:25]([N:28]4[CH2:32][CH2:31][C:30](=[O:33])[CH2:29]4)=[N:26][CH:27]=3)=[N:18][CH:19]=2)=[CH:10][CH:9]=1. (4) The product is: [CH:22]1([C:11]2[CH:16]=[CH:15][CH:14]=[CH:13][C:12]=2[C:17]([F:20])([F:19])[F:18])[CH2:26][CH2:25][CH2:24][CH2:23]1. Given the reactants [Mg].CN(C)CCN(C)C.Br[C:11]1[CH:16]=[CH:15][CH:14]=[CH:13][C:12]=1[C:17]([F:20])([F:19])[F:18].Br[CH:22]1[CH2:26][CH2:25][CH2:24][CH2:23]1.Cl, predict the reaction product. (5) Given the reactants [CH2:1]([O:8][C:9]1[CH:17]=[C:16]2[C:12]([C:13](CCC(O)=O)=[N:14][N:15]2[CH:18]2[CH2:23][CH2:22][CH2:21][CH2:20][O:19]2)=[CH:11][CH:10]=1)[C:2]1[CH:7]=[CH:6][CH:5]=[CH:4][CH:3]=1.[CH2:29]([N:31](CC)[CH2:32]C)C.[C:36](Cl)(=[O:41])[C:37](C)(C)[CH3:38].CNC.C1COCC1, predict the reaction product. The product is: [CH2:1]([O:8][C:9]1[CH:17]=[C:16]2[C:12]([CH:13]=[N:14][N:15]2[CH:18]2[CH2:23][CH2:22][CH2:21][CH2:20][O:19]2)=[CH:11][CH:10]=1)[C:2]1[CH:3]=[CH:4][CH:5]=[CH:6][CH:7]=1.[CH3:29][N:31]([CH3:32])[C:36](=[O:41])[CH2:37][CH3:38].